Dataset: Full USPTO retrosynthesis dataset with 1.9M reactions from patents (1976-2016). Task: Predict the reactants needed to synthesize the given product. (1) Given the product [C:61]([O:60][C:58](=[O:59])[N:48]([CH2:45][CH:46]=[CH2:47])[C:49]1[CH:57]=[CH:56][CH:55]=[C:51]([C:52](=[O:54])[NH:7][C@@H:8]([CH2:33][C:34]2[CH:39]=[CH:38][CH:37]=[C:36]([O:40][CH2:41][CH:42]=[CH2:43])[CH:35]=2)[C@H:9]([OH:32])[CH2:10][N:11]([C:22]([O:24][CH2:25][C:26]2[CH:27]=[CH:28][CH:29]=[CH:30][CH:31]=2)=[O:23])[CH2:12][C:13]2[CH:18]=[CH:17][CH:16]=[C:15]([CH:19]([CH3:20])[CH3:21])[CH:14]=2)[CH:50]=1)([CH3:64])([CH3:63])[CH3:62], predict the reactants needed to synthesize it. The reactants are: C(OC(=O)[NH:7][C@@H:8]([CH2:33][C:34]1[CH:39]=[CH:38][CH:37]=[C:36]([O:40][CH2:41][CH:42]=[CH2:43])[CH:35]=1)[C@H:9]([OH:32])[CH2:10][N:11]([C:22]([O:24][CH2:25][C:26]1[CH:31]=[CH:30][CH:29]=[CH:28][CH:27]=1)=[O:23])[CH2:12][C:13]1[CH:18]=[CH:17][CH:16]=[C:15]([CH:19]([CH3:21])[CH3:20])[CH:14]=1)(C)(C)C.[CH2:45]([N:48]([C:58]([O:60][C:61]([CH3:64])([CH3:63])[CH3:62])=[O:59])[C:49]1[CH:50]=[C:51]([CH:55]=[CH:56][CH:57]=1)[C:52]([OH:54])=O)[CH:46]=[CH2:47].C1C=CC2N(O)N=NC=2C=1.CCN=C=NCCCN(C)C.Cl.C(N(CC)CC)C. (2) Given the product [Br:21][C:16]1[CH:15]=[C:14]2[C:19]([C:20]3[C:8]([C:4]4[C:3]([CH3:25])=[C:2]([NH:1][CH2:26][C:28]5[CH:36]=[CH:35][C:34]([O:37][CH3:38])=[CH:33][C:29]=5[C:30]([OH:32])=[O:31])[CH:7]=[CH:6][CH:5]=4)=[CH:9][N:10]=[C:11]([C:22](=[O:23])[NH2:24])[C:12]=3[NH:13]2)=[CH:18][CH:17]=1, predict the reactants needed to synthesize it. The reactants are: [NH2:1][C:2]1[C:3]([CH3:25])=[C:4]([C:8]2[C:20]3[C:19]4[C:14](=[CH:15][C:16]([Br:21])=[CH:17][CH:18]=4)[NH:13][C:12]=3[C:11]([C:22]([NH2:24])=[O:23])=[N:10][CH:9]=2)[CH:5]=[CH:6][CH:7]=1.[CH:26]([C:28]1[CH:36]=[CH:35][C:34]([O:37][CH3:38])=[CH:33][C:29]=1[C:30]([OH:32])=[O:31])=O.C(O[BH-](OC(=O)C)OC(=O)C)(=O)C.[Na+].C(O)(=O)C.